Dataset: Full USPTO retrosynthesis dataset with 1.9M reactions from patents (1976-2016). Task: Predict the reactants needed to synthesize the given product. (1) Given the product [CH3:22][N:21]1[CH:19]2[CH2:18][CH2:17][CH:16]1[CH2:15][CH:14]([S:13][C:10]1[CH:11]=[CH:12][C:7]([C:25]3[CH:30]=[CH:29][CH:28]=[CH:27][CH:26]=3)=[CH:8][CH:9]=1)[CH2:20]2, predict the reactants needed to synthesize it. The reactants are: FC(F)(F)S(O[C:7]1[CH:12]=[CH:11][C:10]([S:13][CH:14]2[CH2:20][CH:19]3[N:21]([CH3:22])[CH:16]([CH2:17][CH2:18]3)[CH2:15]2)=[CH:9][CH:8]=1)(=O)=O.[C:25]1(B(O)O)[CH:30]=[CH:29][CH:28]=[CH:27][CH:26]=1.C(N(CC)CC)C. (2) Given the product [O:20]1[C:19]2[CH:23]=[CH:24][C:16]([O:15][C:5]([CH3:14])([CH2:6][C:7]3[CH:12]=[CH:11][C:10]([O:13][CH2:38][CH2:37][C:28]4[N:29]=[C:30]([C:32]5[S:33][CH:34]=[CH:35][CH:36]=5)[O:31][C:27]=4[CH3:26])=[CH:9][CH:8]=3)[C:4]([OH:3])=[O:25])=[CH:17][C:18]=2[O:22][CH2:21]1, predict the reactants needed to synthesize it. The reactants are: C([O:3][C:4](=[O:25])[C:5]([O:15][C:16]1[CH:24]=[CH:23][C:19]2[O:20][CH2:21][O:22][C:18]=2[CH:17]=1)([CH3:14])[CH2:6][C:7]1[CH:12]=[CH:11][C:10]([OH:13])=[CH:9][CH:8]=1)C.[CH3:26][C:27]1[O:31][C:30]([C:32]2[S:33][CH:34]=[CH:35][CH:36]=2)=[N:29][C:28]=1[CH2:37][CH2:38]OS(C1C=CC(C)=CC=1)(=O)=O. (3) Given the product [F:14][CH:2]([F:1])[CH2:3][O:4][C:5]1[CH:10]=[CH:9][N:8]=[CH:7][C:6]=1[NH2:11], predict the reactants needed to synthesize it. The reactants are: [F:1][CH:2]([F:14])[CH2:3][O:4][C:5]1[CH:10]=[CH:9][N:8]=[CH:7][C:6]=1[N+:11]([O-])=O.[H][H]. (4) Given the product [NH:17]1[C:18]2[C:14](=[CH:13][C:12]([C:11]3[C:4]4=[N:3][S:2](=[O:28])(=[O:1])[CH2:7][CH2:6][N:5]4[CH:8]=[CH:9][CH:10]=3)=[CH:20][CH:19]=2)[CH:15]=[CH:16]1, predict the reactants needed to synthesize it. The reactants are: [O:1]=[S:2]1(=[O:28])[CH2:7][CH2:6][N:5]2[CH:8]=[CH:9][CH:10]=[C:11]([C:12]3[CH:13]=[C:14]4[C:18](=[CH:19][CH:20]=3)[N:17](C(OC(C)(C)C)=O)[CH:16]=[CH:15]4)[C:4]2=[N:3]1.[OH-].[Na+].CO. (5) Given the product [O:1]=[C:2]([C:9]1[O:10][C:11]([C:14]2[CH:19]=[CH:18][CH:17]=[CH:16][N:15]=2)=[CH:12][N:13]=1)[CH2:3][CH2:4][CH2:5][CH2:6][C:7]#[C:8][C:21]1[CH:26]=[CH:25][C:24]([N+:27]([O-:29])=[O:28])=[CH:23][CH:22]=1, predict the reactants needed to synthesize it. The reactants are: [O:1]=[C:2]([C:9]1[O:10][C:11]([C:14]2[CH:19]=[CH:18][CH:17]=[CH:16][N:15]=2)=[CH:12][N:13]=1)[CH2:3][CH2:4][CH2:5][CH2:6][C:7]#[CH:8].I[C:21]1[CH:26]=[CH:25][C:24]([N+:27]([O-:29])=[O:28])=[CH:23][CH:22]=1. (6) Given the product [F:15][CH:16]([F:26])[O:17][C:18]1[CH:24]=[CH:23][C:21]([N:22]2[C:10](=[O:11])[C:5]3=[C:4]([N+:1]([O-:3])=[O:2])[CH:14]=[CH:13][CH:12]=[C:6]3[C:7]2=[O:9])=[C:20]([CH3:25])[CH:19]=1, predict the reactants needed to synthesize it. The reactants are: [N+:1]([C:4]1[CH:14]=[CH:13][CH:12]=[C:6]2[C:7]([O:9][C:10](=[O:11])[C:5]=12)=O)([O-:3])=[O:2].[F:15][CH:16]([F:26])[O:17][C:18]1[CH:24]=[CH:23][C:21]([NH2:22])=[C:20]([CH3:25])[CH:19]=1.